Task: Predict the product of the given reaction.. Dataset: Forward reaction prediction with 1.9M reactions from USPTO patents (1976-2016) (1) Given the reactants [Br:1][C:2]1[CH:3]=[C:4]([Cl:25])[C:5]([C:8](=[N:23][OH:24])[CH2:9][NH:10][C:11](=[O:22])[C:12]2[CH:17]=[CH:16][CH:15]=[CH:14][C:13]=2[C:18]([F:21])([F:20])[F:19])=[N:6][CH:7]=1.[C:26](=O)([O-])[O-].[K+].[K+].IC.O, predict the reaction product. The product is: [Br:1][C:2]1[CH:3]=[C:4]([Cl:25])[C:5]([C:8](=[N:23][O:24][CH3:26])[CH2:9][NH:10][C:11](=[O:22])[C:12]2[CH:17]=[CH:16][CH:15]=[CH:14][C:13]=2[C:18]([F:19])([F:21])[F:20])=[N:6][CH:7]=1. (2) Given the reactants [C:1]([C:5]1[C:6]([OH:16])=[C:7]([C:11]([O:14][CH3:15])=[CH:12][CH:13]=1)[C:8]([OH:10])=O)([CH3:4])([CH3:3])[CH3:2].[Cl:17][C:18]1[CH:24]=[C:23]([S:25]([C:28]([F:31])([F:30])[F:29])(=[O:27])=[O:26])[CH:22]=[CH:21][C:19]=1[NH2:20], predict the reaction product. The product is: [C:1]([C:5]1[C:6]([OH:16])=[C:7]([C:11]([O:14][CH3:15])=[CH:12][CH:13]=1)[C:8]([NH:20][C:19]1[CH:21]=[CH:22][C:23]([S:25]([C:28]([F:31])([F:29])[F:30])(=[O:27])=[O:26])=[CH:24][C:18]=1[Cl:17])=[O:10])([CH3:2])([CH3:3])[CH3:4]. (3) Given the reactants C([O:4][C:5]1[CH:29]=[CH:28][CH:27]=[CH:26][C:6]=1[C:7]([NH:9][C:10]1[S:22][C:13]2[C:14]([CH3:21])([CH3:20])[O:15][C:16]([CH3:19])([CH3:18])[CH2:17][C:12]=2[C:11]=1[C:23]([NH2:25])=[O:24])=[O:8])(=O)C.C(=O)([O-])[O-].[K+].[K+], predict the reaction product. The product is: [OH:4][C:5]1[CH:29]=[CH:28][CH:27]=[CH:26][C:6]=1[C:7]([NH:9][C:10]1[S:22][C:13]2[C:14]([CH3:21])([CH3:20])[O:15][C:16]([CH3:18])([CH3:19])[CH2:17][C:12]=2[C:11]=1[C:23]([NH2:25])=[O:24])=[O:8].